This data is from Full USPTO retrosynthesis dataset with 1.9M reactions from patents (1976-2016). The task is: Predict the reactants needed to synthesize the given product. Given the product [CH2:18]1[C:15]2([C:12](=[O:14])[CH2:13][C:21](=[O:23])[CH2:20][O:19]2)[CH2:16][O:17]1, predict the reactants needed to synthesize it. The reactants are: CC(C)([O-])C.[K+].C(O)(C)(C)C.[C:12]([C:15]1([O:19][CH2:20][C:21]([O:23]C)=O)[CH2:18][O:17][CH2:16]1)(=[O:14])[CH3:13].